Dataset: Reaction yield outcomes from USPTO patents with 853,638 reactions. Task: Predict the reaction yield, written as a fraction of the theoretical maximum amount of product (1.0 means a 100% yield; for example, 0.34 means a 34% yield). (1) The reactants are [F:1][C:2]1[CH:7]=[C:6]([F:8])[CH:5]=[CH:4][C:3]=1[N:9]1[C:17](=[O:18])[C:16]2[C@@H:15]3[C:19]([CH3:21])([CH3:20])[C@@:12]([CH3:22])([CH2:13][CH2:14]3)[C:11]=2[NH:10]1.Cl[CH2:24][CH2:25][C:26]([C:28]1[CH:33]=[CH:32][CH:31]=[CH:30][CH:29]=1)=[O:27].ClCCl. The catalyst is [I-].C([N+](CCCC)(CCCC)CCCC)CCC.CN(C)C=O. The product is [F:1][C:2]1[CH:7]=[C:6]([F:8])[CH:5]=[CH:4][C:3]=1[N:9]1[C:17](=[O:18])[C:16]2[C@@H:15]3[C:19]([CH3:21])([CH3:20])[C@@:12]([CH3:22])([CH2:13][CH2:14]3)[C:11]=2[N:10]1[CH2:24][CH2:25][C:26](=[O:27])[C:28]1[CH:33]=[CH:32][CH:31]=[CH:30][CH:29]=1. The yield is 0.610. (2) The reactants are C([C:3]1[C:4]([C:16]([OH:18])=[O:17])=[C:5]([CH3:15])[N:6]([CH3:14])[C:7]=1[C:8]1[CH:13]=[CH:12][CH:11]=[CH:10][CH:9]=1)C.[OH-].[Na+]. The catalyst is CCO. The product is [CH3:14][N:6]1[C:7]([C:8]2[CH:13]=[CH:12][CH:11]=[CH:10][CH:9]=2)=[CH:3][C:4]([C:16]([OH:18])=[O:17])=[C:5]1[CH3:15]. The yield is 0.950. (3) The yield is 0.888. The product is [CH2:40]([O:15][C:14](=[O:16])[CH2:13][CH2:12][CH2:11][C:10]1[N:2]([CH3:1])[C:3]2[CH:4]=[CH:5][C:6]([N:17]([CH2:18][CH2:19][Cl:20])[CH2:21][CH2:22][Cl:23])=[CH:7][C:8]=2[N:9]=1)[CH2:39][CH2:38][CH2:37][CH2:36][CH2:35][CH2:34][CH2:33][CH2:32][CH2:31][CH2:30][CH2:29][CH2:28][CH2:27][CH2:26][CH3:25]. The reactants are [CH3:1][N:2]1[C:10]([CH2:11][CH2:12][CH2:13][C:14]([OH:16])=[O:15])=[N:9][C:8]2[CH:7]=[C:6]([N:17]([CH2:21][CH2:22][Cl:23])[CH2:18][CH2:19][Cl:20])[CH:5]=[CH:4][C:3]1=2.Cl.[CH2:25](O)[CH2:26][CH2:27][CH2:28][CH2:29][CH2:30][CH2:31][CH2:32][CH2:33][CH2:34][CH2:35][CH2:36][CH2:37][CH2:38][CH2:39][CH3:40].C1(N=C=NC2CCCCC2)CCCCC1. The catalyst is CN(C1C=CN=CC=1)C. (4) The reactants are [NH2:1][CH:2]1[C:10]2[C:5](=[CH:6][CH:7]=[CH:8][CH:9]=2)[CH2:4][CH2:3]1.[CH2:11]([N:14]([CH2:27][CH2:28][CH3:29])[S:15]([C:18]1[CH:26]=[CH:25][C:21]([C:22](Cl)=[O:23])=[CH:20][CH:19]=1)(=[O:17])=[O:16])[CH2:12][CH3:13]. No catalyst specified. The product is [CH2:27]([N:14]([CH2:11][CH2:12][CH3:13])[S:15]([C:18]1[CH:26]=[CH:25][C:21]([C:22]([NH:1][CH:2]2[C:10]3[C:5](=[CH:6][CH:7]=[CH:8][CH:9]=3)[CH2:4][CH2:3]2)=[O:23])=[CH:20][CH:19]=1)(=[O:17])=[O:16])[CH2:28][CH3:29]. The yield is 0.630. (5) The reactants are [Br:1][C:2]1[C:3]([OH:8])=[N:4][CH:5]=[CH:6][CH:7]=1.I[CH3:10]. The catalyst is C1C=CC=CC=1.C(=O)([O-])[O-].[Ag+2]. The product is [Br:1][C:2]1[C:3]([O:8][CH3:10])=[N:4][CH:5]=[CH:6][CH:7]=1. The yield is 0.620. (6) The reactants are C([NH:3][C:4]1[CH:5]=[C:6]([C:14]#[N:15])[C:7]2[N:11]=[CH:10][NH:9][C:8]=2[C:12]=1[CH3:13])=O.Cl.[OH-].[Na+]. The catalyst is O. The product is [NH2:3][C:4]1[CH:5]=[C:6]([C:14]#[N:15])[C:7]2[N:11]=[CH:10][NH:9][C:8]=2[C:12]=1[CH3:13]. The yield is 0.940.